Dataset: NCI-60 drug combinations with 297,098 pairs across 59 cell lines. Task: Regression. Given two drug SMILES strings and cell line genomic features, predict the synergy score measuring deviation from expected non-interaction effect. (1) Cell line: OVCAR3. Drug 1: CCN(CC)CCNC(=O)C1=C(NC(=C1C)C=C2C3=C(C=CC(=C3)F)NC2=O)C. Drug 2: CC1CCCC2(C(O2)CC(NC(=O)CC(C(C(=O)C(C1O)C)(C)C)O)C(=CC3=CSC(=N3)C)C)C. Synergy scores: CSS=70.7, Synergy_ZIP=6.67, Synergy_Bliss=3.78, Synergy_Loewe=-20.5, Synergy_HSA=3.43. (2) Drug 1: CCN(CC)CCCC(C)NC1=C2C=C(C=CC2=NC3=C1C=CC(=C3)Cl)OC. Drug 2: C1CCC(C(C1)N)N.C(=O)(C(=O)[O-])[O-].[Pt+4]. Cell line: UACC62. Synergy scores: CSS=30.8, Synergy_ZIP=-4.56, Synergy_Bliss=3.30, Synergy_Loewe=2.25, Synergy_HSA=5.86. (3) Drug 1: CCC1=C2CN3C(=CC4=C(C3=O)COC(=O)C4(CC)O)C2=NC5=C1C=C(C=C5)O. Drug 2: CN(CCCl)CCCl.Cl. Cell line: SN12C. Synergy scores: CSS=47.7, Synergy_ZIP=-2.99, Synergy_Bliss=-2.84, Synergy_Loewe=-23.0, Synergy_HSA=1.51. (4) Drug 1: C1=NC2=C(N1)C(=S)N=C(N2)N. Drug 2: C1=NC(=NC(=O)N1C2C(C(C(O2)CO)O)O)N. Cell line: MCF7. Synergy scores: CSS=30.0, Synergy_ZIP=-0.676, Synergy_Bliss=-1.60, Synergy_Loewe=-2.18, Synergy_HSA=-1.03. (5) Drug 1: CCCCCOC(=O)NC1=NC(=O)N(C=C1F)C2C(C(C(O2)C)O)O. Drug 2: CC1CCCC2(C(O2)CC(NC(=O)CC(C(C(=O)C(C1O)C)(C)C)O)C(=CC3=CSC(=N3)C)C)C. Cell line: BT-549. Synergy scores: CSS=42.8, Synergy_ZIP=2.32, Synergy_Bliss=1.09, Synergy_Loewe=-31.9, Synergy_HSA=-1.17.